The task is: Predict the reactants needed to synthesize the given product.. This data is from Full USPTO retrosynthesis dataset with 1.9M reactions from patents (1976-2016). (1) Given the product [Cl:1][C:2]1[CH:7]=[C:6]([C:8]([F:17])([C:13]([F:16])([F:15])[F:14])[C:9]([F:12])([F:11])[F:10])[CH:5]=[C:4]([C:18]([F:21])([F:20])[F:19])[C:3]=1[NH:22][C:23](=[O:33])[C:24]1[CH:29]=[CH:28][C:27]([C:35]#[N:36])=[C:26]([NH:31][CH3:32])[CH:25]=1, predict the reactants needed to synthesize it. The reactants are: [Cl:1][C:2]1[CH:7]=[C:6]([C:8]([F:17])([C:13]([F:16])([F:15])[F:14])[C:9]([F:12])([F:11])[F:10])[CH:5]=[C:4]([C:18]([F:21])([F:20])[F:19])[C:3]=1[NH:22][C:23](=[O:33])[C:24]1[CH:29]=[CH:28][C:27](I)=[C:26]([NH:31][CH3:32])[CH:25]=1.[Cu][C:35]#[N:36].S([O-])([O-])(=O)=S.[Na+].[Na+]. (2) Given the product [CH3:19][O:18][CH2:17][O:16][C:5]1[C:6]2[S:7][C:8]3[C:13](=[CH:12][CH:11]=[CH:10][CH:9]=3)[S:14][C:15]=2[C:2]([B:20]2[O:24][C:23]([CH3:26])([CH3:25])[C:22]([CH3:28])([CH3:27])[O:21]2)=[CH:3][CH:4]=1, predict the reactants needed to synthesize it. The reactants are: Br[C:2]1[C:15]2[S:14][C:13]3[C:8](=[CH:9][CH:10]=[CH:11][CH:12]=3)[S:7][C:6]=2[C:5]([O:16][CH2:17][O:18][CH3:19])=[CH:4][CH:3]=1.[B:20]1([B:20]2[O:24][C:23]([CH3:26])([CH3:25])[C:22]([CH3:28])([CH3:27])[O:21]2)[O:24][C:23]([CH3:26])([CH3:25])[C:22]([CH3:28])([CH3:27])[O:21]1.C([O-])(=O)C.[K+]. (3) Given the product [CH3:1][N:2]1[CH2:7][CH2:6][N:5]([CH:18]2[CH2:17][CH2:16][N:15]([CH2:14][C:8]3[CH:13]=[CH:12][CH:11]=[CH:10][CH:9]=3)[CH2:20][CH2:19]2)[CH2:4][CH2:3]1, predict the reactants needed to synthesize it. The reactants are: [CH3:1][N:2]1[CH2:7][CH2:6][NH:5][CH2:4][CH2:3]1.[C:8]1([CH2:14][N:15]2[CH2:20][CH2:19][C:18](=O)[CH2:17][CH2:16]2)[CH:13]=[CH:12][CH:11]=[CH:10][CH:9]=1. (4) The reactants are: O[CH:2]([C:4]1[CH:5]=[C:6]([C:22]([NH:24][CH2:25][C:26]2[CH:31]=[CH:30][C:29]([S:32]([CH3:35])(=[O:34])=[O:33])=[CH:28][CH:27]=2)=[O:23])[C:7](=[O:21])[N:8]([C:11]2[CH:16]=[CH:15][CH:14]=[C:13]([C:17]([F:20])([F:19])[F:18])[CH:12]=2)[C:9]=1[CH3:10])[CH3:3].S(Cl)(Cl)=O.[O-][C:41]#[N:42].[K+]. Given the product [C:41]([CH:2]([C:4]1[CH:5]=[C:6]([C:22]([NH:24][CH2:25][C:26]2[CH:27]=[CH:28][C:29]([S:32]([CH3:35])(=[O:33])=[O:34])=[CH:30][CH:31]=2)=[O:23])[C:7](=[O:21])[N:8]([C:11]2[CH:16]=[CH:15][CH:14]=[C:13]([C:17]([F:18])([F:19])[F:20])[CH:12]=2)[C:9]=1[CH3:10])[CH3:3])#[N:42], predict the reactants needed to synthesize it. (5) Given the product [O:7]1[CH2:8][CH2:9][O:10][CH:6]1[CH2:5][CH2:4][CH2:3][CH2:2][N:25]1[CH2:26][CH2:27][CH:22]([C:18]2[CH:17]=[C:16]([NH:15][C:13](=[O:14])[CH:12]([CH3:11])[CH3:28])[CH:21]=[CH:20][CH:19]=2)[CH2:23][CH2:24]1, predict the reactants needed to synthesize it. The reactants are: Cl[CH2:2][CH2:3][CH2:4][CH2:5][CH:6]1[O:10][CH2:9][CH2:8][O:7]1.[CH3:11][CH:12]([CH3:28])[C:13]([NH:15][C:16]1[CH:21]=[CH:20][CH:19]=[C:18]([CH:22]2[CH2:27][CH2:26][NH:25][CH2:24][CH2:23]2)[CH:17]=1)=[O:14]. (6) Given the product [C:25]([O:24][C:22]([N:21]=[C:15]([NH:14][C:13]([O:12][C:8]([CH3:11])([CH3:10])[CH3:9])=[O:29])[NH:30][CH2:31][C:32]1([C:35]2[O:39][C:38]([CH:40]3[CH2:46][CH2:45][C@@H:44]4[CH2:47][N:41]3[C:42](=[O:56])[N:43]4[O:48][CH2:49][C:50]3[CH:55]=[CH:54][CH:53]=[CH:52][CH:51]=3)=[N:37][N:36]=2)[CH2:33][CH2:34]1)=[O:23])([CH3:28])([CH3:27])[CH3:26], predict the reactants needed to synthesize it. The reactants are: CCN(CC)CC.[C:8]([O:12][C:13](=[O:29])[N:14]=[C:15]([NH:21][C:22]([O:24][C:25]([CH3:28])([CH3:27])[CH3:26])=[O:23])N1C=CC=N1)([CH3:11])([CH3:10])[CH3:9].[NH2:30][CH2:31][C:32]1([C:35]2[O:39][C:38]([CH:40]3[CH2:46][CH2:45][C@@H:44]4[CH2:47][N:41]3[C:42](=[O:56])[N:43]4[O:48][CH2:49][C:50]3[CH:55]=[CH:54][CH:53]=[CH:52][CH:51]=3)=[N:37][N:36]=2)[CH2:34][CH2:33]1. (7) The reactants are: Br[C:2]1[CH:6]=[N:5][N:4]([CH3:7])[C:3]=1[C:8]([O:10][CH3:11])=[O:9].[C:12]1(B(O)O)[CH:17]=[CH:16][CH:15]=[CH:14][CH:13]=1.C(=O)([O-])[O-].[Cs+].[Cs+]. Given the product [CH3:7][N:4]1[C:3]([C:8]([O:10][CH3:11])=[O:9])=[C:2]([C:12]2[CH:17]=[CH:16][CH:15]=[CH:14][CH:13]=2)[CH:6]=[N:5]1, predict the reactants needed to synthesize it. (8) Given the product [Cl:1][C:2]1[CH:3]=[N:4][CH:5]=[C:6]([Cl:20])[C:7]=1[S:8][C:9]1[S:13][C:12]([C:14]([NH:25][CH2:24][CH2:23][CH:22]([CH3:26])[CH3:21])=[O:15])=[CH:11][C:10]=1[N+:17]([O-:19])=[O:18], predict the reactants needed to synthesize it. The reactants are: [Cl:1][C:2]1[CH:3]=[N:4][CH:5]=[C:6]([Cl:20])[C:7]=1[S:8][C:9]1[S:13][C:12]([C:14](Cl)=[O:15])=[CH:11][C:10]=1[N+:17]([O-:19])=[O:18].[CH3:21][CH:22]([CH3:26])[CH2:23][CH2:24][NH2:25].